This data is from Peptide-MHC class I binding affinity with 185,985 pairs from IEDB/IMGT. The task is: Regression. Given a peptide amino acid sequence and an MHC pseudo amino acid sequence, predict their binding affinity value. This is MHC class I binding data. (1) The peptide sequence is RRIFDLIEL. The MHC is HLA-A24:03 with pseudo-sequence HLA-A24:03. The binding affinity (normalized) is 0.0847. (2) The peptide sequence is KQINPPTVY. The MHC is HLA-A02:01 with pseudo-sequence HLA-A02:01. The binding affinity (normalized) is 0.0847. (3) The peptide sequence is RPMTYKAAV. The MHC is HLA-B54:01 with pseudo-sequence HLA-B54:01. The binding affinity (normalized) is 0.371. (4) The peptide sequence is KLKDVLLQV. The MHC is HLA-A68:02 with pseudo-sequence HLA-A68:02. The binding affinity (normalized) is 0.109. (5) The peptide sequence is SDRLHHDPL. The MHC is HLA-B46:01 with pseudo-sequence HLA-B46:01. The binding affinity (normalized) is 0.0847. (6) The peptide sequence is VPHFKVGWAW. The MHC is Mamu-B52 with pseudo-sequence Mamu-B52. The binding affinity (normalized) is 0.637. (7) The peptide sequence is KLNHHKPPT. The MHC is HLA-A01:01 with pseudo-sequence HLA-A01:01. The binding affinity (normalized) is 0.0847.